From a dataset of NCI-60 drug combinations with 297,098 pairs across 59 cell lines. Regression. Given two drug SMILES strings and cell line genomic features, predict the synergy score measuring deviation from expected non-interaction effect. Drug 1: CN(C)C1=NC(=NC(=N1)N(C)C)N(C)C. Drug 2: C1CC(C1)(C(=O)O)C(=O)O.[NH2-].[NH2-].[Pt+2]. Cell line: KM12. Synergy scores: CSS=5.70, Synergy_ZIP=-8.67, Synergy_Bliss=-11.2, Synergy_Loewe=-7.74, Synergy_HSA=-7.74.